Dataset: Catalyst prediction with 721,799 reactions and 888 catalyst types from USPTO. Task: Predict which catalyst facilitates the given reaction. (1) Reactant: [CH3:1][N:2]([CH3:16])[C:3](=[O:15])[C:4]1[CH:9]=[C:8]([CH3:10])[C:7]([N+:11]([O-])=O)=[C:6]([CH3:14])[CH:5]=1.[H][H]. Product: [NH2:11][C:7]1[C:8]([CH3:10])=[CH:9][C:4]([C:3]([N:2]([CH3:16])[CH3:1])=[O:15])=[CH:5][C:6]=1[CH3:14]. The catalyst class is: 43. (2) Product: [ClH:50].[ClH:50].[NH2:29][C:15]([CH2:37][CH2:38][N:39]([CH2:42][C:43]1[CH:44]=[CH:45][CH:46]=[CH:47][CH:48]=1)[CH2:40][CH3:41])([CH2:16][CH2:17][CH2:18][CH2:19][B:20]([OH:21])[OH:24])[C:14]([OH:49])=[O:13]. The catalyst class is: 6. Reactant: C(NCC1C=CC=CC=1)C.C([O:13][C:14](=[O:49])[C:15]([CH2:37][CH2:38][N:39]([CH2:42][C:43]1[CH:48]=[CH:47][CH:46]=[CH:45][CH:44]=1)[CH2:40][CH3:41])([NH:29]C(OC(C)(C)C)=O)[CH2:16][CH2:17][CH2:18][CH2:19][B:20]1[O:24]C(C)(C)C(C)(C)[O:21]1)C.[ClH:50]. (3) Reactant: [F:1][C:2]1[CH:7]=[CH:6][C:5]([C:8]2[C:9](B(O)O)=[CH:10][C:11]3[O:15][CH2:14][O:13][C:12]=3[CH:16]=2)=[CH:4][CH:3]=1.Br[C:21]1[CH:26]=[CH:25][C:24]([S:27]([NH2:30])(=[O:29])=[O:28])=[CH:23][CH:22]=1.C([O-])([O-])=O.[Na+].[Na+]. Product: [F:1][C:2]1[CH:7]=[CH:6][C:5]([C:8]2[C:9]([C:21]3[CH:26]=[CH:25][C:24]([S:27]([NH2:30])(=[O:29])=[O:28])=[CH:23][CH:22]=3)=[CH:10][C:11]3[O:15][CH2:14][O:13][C:12]=3[CH:16]=2)=[CH:4][CH:3]=1. The catalyst class is: 335.